The task is: Regression. Given two drug SMILES strings and cell line genomic features, predict the synergy score measuring deviation from expected non-interaction effect.. This data is from NCI-60 drug combinations with 297,098 pairs across 59 cell lines. (1) Drug 1: CC12CCC(CC1=CCC3C2CCC4(C3CC=C4C5=CN=CC=C5)C)O. Drug 2: COC1=NC(=NC2=C1N=CN2C3C(C(C(O3)CO)O)O)N. Cell line: OVCAR-5. Synergy scores: CSS=13.0, Synergy_ZIP=-0.946, Synergy_Bliss=5.11, Synergy_Loewe=2.40, Synergy_HSA=4.52. (2) Drug 1: CCCS(=O)(=O)NC1=C(C(=C(C=C1)F)C(=O)C2=CNC3=C2C=C(C=N3)C4=CC=C(C=C4)Cl)F. Drug 2: CCC1(CC2CC(C3=C(CCN(C2)C1)C4=CC=CC=C4N3)(C5=C(C=C6C(=C5)C78CCN9C7C(C=CC9)(C(C(C8N6C=O)(C(=O)OC)O)OC(=O)C)CC)OC)C(=O)OC)O.OS(=O)(=O)O. Cell line: UO-31. Synergy scores: CSS=27.9, Synergy_ZIP=2.94, Synergy_Bliss=9.13, Synergy_Loewe=9.47, Synergy_HSA=8.78. (3) Drug 1: CC12CCC(CC1=CCC3C2CCC4(C3CC=C4C5=CN=CC=C5)C)O. Drug 2: C1=CC(=CC=C1CCCC(=O)O)N(CCCl)CCCl. Cell line: SW-620. Synergy scores: CSS=22.2, Synergy_ZIP=-8.26, Synergy_Bliss=-4.75, Synergy_Loewe=-7.79, Synergy_HSA=-5.24. (4) Drug 2: CCN(CC)CCNC(=O)C1=C(NC(=C1C)C=C2C3=C(C=CC(=C3)F)NC2=O)C. Synergy scores: CSS=11.7, Synergy_ZIP=5.97, Synergy_Bliss=8.76, Synergy_Loewe=5.45, Synergy_HSA=8.17. Drug 1: CC1=C2C(C(=O)C3(C(CC4C(C3C(C(C2(C)C)(CC1OC(=O)C(C(C5=CC=CC=C5)NC(=O)OC(C)(C)C)O)O)OC(=O)C6=CC=CC=C6)(CO4)OC(=O)C)O)C)O. Cell line: BT-549. (5) Drug 1: CN(CC1=CN=C2C(=N1)C(=NC(=N2)N)N)C3=CC=C(C=C3)C(=O)NC(CCC(=O)O)C(=O)O. Drug 2: CC1CCCC2(C(O2)CC(NC(=O)CC(C(C(=O)C(C1O)C)(C)C)O)C(=CC3=CSC(=N3)C)C)C. Cell line: NCI-H322M. Synergy scores: CSS=52.8, Synergy_ZIP=0.0230, Synergy_Bliss=-1.77, Synergy_Loewe=0.269, Synergy_HSA=1.66. (6) Drug 2: CCCCC(=O)OCC(=O)C1(CC(C2=C(C1)C(=C3C(=C2O)C(=O)C4=C(C3=O)C=CC=C4OC)O)OC5CC(C(C(O5)C)O)NC(=O)C(F)(F)F)O. Synergy scores: CSS=44.2, Synergy_ZIP=3.22, Synergy_Bliss=2.49, Synergy_Loewe=-7.14, Synergy_HSA=2.76. Drug 1: C1=CC(=C2C(=C1NCCNCCO)C(=O)C3=C(C=CC(=C3C2=O)O)O)NCCNCCO. Cell line: OVCAR-8. (7) Drug 1: C1C(C(OC1N2C=C(C(=O)NC2=O)F)CO)O. Drug 2: C1=NC2=C(N=C(N=C2N1C3C(C(C(O3)CO)O)O)F)N. Cell line: CCRF-CEM. Synergy scores: CSS=79.8, Synergy_ZIP=1.57, Synergy_Bliss=0.892, Synergy_Loewe=-0.787, Synergy_HSA=4.46. (8) Drug 1: CC1=C(C=C(C=C1)NC(=O)C2=CC=C(C=C2)CN3CCN(CC3)C)NC4=NC=CC(=N4)C5=CN=CC=C5. Cell line: NCI-H322M. Synergy scores: CSS=8.55, Synergy_ZIP=-3.45, Synergy_Bliss=-3.02, Synergy_Loewe=-0.274, Synergy_HSA=-1.14. Drug 2: CC(C)(C#N)C1=CC(=CC(=C1)CN2C=NC=N2)C(C)(C)C#N. (9) Drug 1: CC(C1=C(C=CC(=C1Cl)F)Cl)OC2=C(N=CC(=C2)C3=CN(N=C3)C4CCNCC4)N. Drug 2: C(CC(=O)O)C(=O)CN.Cl. Cell line: HS 578T. Synergy scores: CSS=-5.04, Synergy_ZIP=-1.81, Synergy_Bliss=-10.2, Synergy_Loewe=-15.2, Synergy_HSA=-15.4.